From a dataset of Forward reaction prediction with 1.9M reactions from USPTO patents (1976-2016). Predict the product of the given reaction. (1) Given the reactants C(OC(=O)[NH:7][C:8]1[CH:13]=[CH:12][C:11]([S:14][C:15]2[CH:20]=[CH:19][C:18]([C:21](=[O:31])[NH:22][C@H:23]([C:25]3[CH:30]=[CH:29][CH:28]=[CH:27][CH:26]=3)[CH3:24])=[CH:17][C:16]=2[NH:32][C:33]2[C:34]3[CH:42]=[CH:41][C:40]([CH:43]([CH3:45])[CH3:44])=[N:39][C:35]=3[N:36]=[CH:37][N:38]=2)=[CH:10][CH:9]=1)(C)(C)C.FC(F)(F)C(O)=O.CCOC(C)=O.C([O-])([O-])=O.[K+].[K+], predict the reaction product. The product is: [NH2:7][C:8]1[CH:13]=[CH:12][C:11]([S:14][C:15]2[CH:20]=[CH:19][C:18]([C:21]([NH:22][C@H:23]([C:25]3[CH:26]=[CH:27][CH:28]=[CH:29][CH:30]=3)[CH3:24])=[O:31])=[CH:17][C:16]=2[NH:32][C:33]2[C:34]3[CH:42]=[CH:41][C:40]([CH:43]([CH3:45])[CH3:44])=[N:39][C:35]=3[N:36]=[CH:37][N:38]=2)=[CH:10][CH:9]=1. (2) Given the reactants [OH-].[K+].[C:3]([O:7][CH:8]([C:14]1[C:18]([C:19]2[C:28]3[C:23]4=[C:24]([CH2:29][CH2:30][O:31][C:22]4=[CH:21][CH:20]=2)[CH:25]=[CH:26][N:27]=3)=[C:17](Cl)[S:16][C:15]=1[CH3:33])[C:9]([O:11]CC)=[O:10])([CH3:6])([CH3:5])[CH3:4], predict the reaction product. The product is: [C:3]([O:7][CH:8]([C:14]1[C:18]([C:19]2[C:28]3[C:23]4=[C:24]([CH2:29][CH2:30][O:31][C:22]4=[CH:21][CH:20]=2)[CH:25]=[CH:26][N:27]=3)=[C:17]([C:19]2[CH:28]=[CH:23][CH:22]=[CH:21][CH:20]=2)[S:16][C:15]=1[CH3:33])[C:9]([OH:11])=[O:10])([CH3:6])([CH3:5])[CH3:4]. (3) Given the reactants [H-].[Na+].CCOP(OCC)([CH2:8][C:9]#[N:10])=O.[O:14]1[C:22]2[C:17](=[CH:18][CH:19]=[CH:20][CH:21]=2)[C:16](=O)[CH2:15]1, predict the reaction product. The product is: [O:14]1[C:22]2[CH:21]=[CH:20][CH:19]=[CH:18][C:17]=2[C:16]([CH2:8][C:9]#[N:10])=[CH:15]1. (4) Given the reactants [F:1][C:2]1[CH:3]=[CH:4][CH:5]=[C:6]2[C:10]=1[NH:9][CH2:8][CH2:7]2.[Br:11]N1C(=O)CCC1=O, predict the reaction product. The product is: [Br:11][C:4]1[CH:5]=[C:6]2[C:10](=[C:2]([F:1])[CH:3]=1)[NH:9][CH2:8][CH2:7]2.